From a dataset of Full USPTO retrosynthesis dataset with 1.9M reactions from patents (1976-2016). Predict the reactants needed to synthesize the given product. Given the product [CH2:6]([O:8][C:9]1[CH:10]=[C:11]([C:18]2[C@@H:27]3[C@@H:22]([CH2:23][CH:24]=[CH:25][CH2:26]3)[C:21](=[O:28])[N:20]([CH:29]3[CH2:34][CH2:33][N:32]([S:35]([CH3:38])(=[O:36])=[O:37])[CH2:31][CH2:30]3)[N:19]=2)[CH:12]=[CH:13][C:14]=1[O:15][CH2:16][CH3:17])[CH3:7], predict the reactants needed to synthesize it. The reactants are: CS(Cl)(=O)=O.[CH2:6]([O:8][C:9]1[CH:10]=[C:11]([C:18]2[C@@H:27]3[C@@H:22]([CH2:23][CH:24]=[CH:25][CH2:26]3)[C:21](=[O:28])[N:20]([CH:29]3[CH2:34][CH2:33][N:32]([S:35]([C:38]4C=CC(C)=CC=4)(=[O:37])=[O:36])[CH2:31][CH2:30]3)[N:19]=2)[CH:12]=[CH:13][C:14]=1[O:15][CH2:16][CH3:17])[CH3:7].